From a dataset of Catalyst prediction with 721,799 reactions and 888 catalyst types from USPTO. Predict which catalyst facilitates the given reaction. (1) Reactant: [N+:1]([C:4]1[CH:9]=[CH:8][C:7]([S:10]([CH3:13])(=[NH:12])=[O:11])=[CH:6][CH:5]=1)([O-:3])=[O:2].C(N(CC)CC)C.[CH3:21][O:22][CH2:23][C:24](Cl)=[O:25]. Product: [N+:1]([C:4]1[CH:5]=[CH:6][C:7]([S:10]([CH3:13])(=[N:12][C:24](=[O:25])[CH2:23][O:22][CH3:21])=[O:11])=[CH:8][CH:9]=1)([O-:3])=[O:2]. The catalyst class is: 4. (2) Reactant: [CH2:1](N(CC)CC)C.C1(C)C=CC(S(Cl)(=O)=O)=CC=1.[CH3:19][O:20][C:21]1[C:38]([O:39][CH3:40])=[CH:37][CH:36]=[C:35]2[C:22]=1[C:23](=[O:41])[O:24][C:25]12[C:34]2[C:29](=[CH:30][CH:31]=[CH:32][CH:33]=2)[CH2:28][NH:27][CH2:26]1.Cl. Product: [CH3:19][O:20][C:21]1[C:38]([O:39][CH3:40])=[CH:37][CH:36]=[C:35]2[C:22]=1[C:23](=[O:41])[O:24][C:25]12[C:34]2[C:29](=[CH:30][CH:31]=[CH:32][CH:33]=2)[CH2:28][N:27]([CH3:1])[CH2:26]1. The catalyst class is: 22. (3) Reactant: Br[C:2]1[N:7]=[C:6]2[N:8]=[C:9]([O:12][CH2:13][C:14]3[CH:19]=[CH:18][C:17]([O:20][CH3:21])=[CH:16][CH:15]=3)[CH:10]=[CH:11][C:5]2=[N:4][CH:3]=1.[CH3:22][O-:23].[Na+]. Product: [CH3:22][O:23][C:2]1[N:7]=[C:6]2[N:8]=[C:9]([O:12][CH2:13][C:14]3[CH:19]=[CH:18][C:17]([O:20][CH3:21])=[CH:16][CH:15]=3)[CH:10]=[CH:11][C:5]2=[N:4][CH:3]=1. The catalyst class is: 5. (4) Reactant: [CH2:1]([O:8][C:9]1[CH:10]=[C:11]([CH:40]=[CH:41][CH:42]=1)[CH2:12][O:13][C:14]1[C:19]2[CH:20]=[C:21]([C:23]3[N:24]=[C:25]4[N:29]([CH:30]=3)[N:28]=[C:27](Br)[S:26]4)[O:22][C:18]=2[CH:17]=[C:16]([O:32][Si:33]([C:36]([CH3:39])([CH3:38])[CH3:37])([CH3:35])[CH3:34])[CH:15]=1)[C:2]1[CH:7]=[CH:6][CH:5]=[CH:4][CH:3]=1.[CH3:43][OH:44].C[O-].[Na+]. The catalyst class is: 4. Product: [CH2:1]([O:8][C:9]1[CH:10]=[C:11]([CH:40]=[CH:41][CH:42]=1)[CH2:12][O:13][C:14]1[C:19]2[CH:20]=[C:21]([C:23]3[N:24]=[C:25]4[N:29]([CH:30]=3)[N:28]=[C:27]([O:44][CH3:43])[S:26]4)[O:22][C:18]=2[CH:17]=[C:16]([O:32][Si:33]([C:36]([CH3:39])([CH3:38])[CH3:37])([CH3:35])[CH3:34])[CH:15]=1)[C:2]1[CH:7]=[CH:6][CH:5]=[CH:4][CH:3]=1. (5) Reactant: [CH2:1]([C@H:8]1[N:13]([C:14]([C:16]2[S:17][CH:18]=[CH:19][C:20]=2[C:21]2[CH:26]=[CH:25][CH:24]=[CH:23][C:22]=2[OH:27])=[O:15])[CH2:12][CH2:11][N:10]([C:28]([O:30][C:31]([CH3:34])([CH3:33])[CH3:32])=[O:29])[CH2:9]1)[C:2]1[CH:7]=[CH:6][CH:5]=[CH:4][CH:3]=1.Cl[C:36]1[N:43]=[C:42]([CH3:44])[CH:41]=[C:40]([CH3:45])[C:37]=1[C:38]#[N:39].C([O-])([O-])=O.[K+].[K+]. Product: [CH2:1]([C@H:8]1[N:13]([C:14]([C:16]2[S:17][CH:18]=[CH:19][C:20]=2[C:21]2[CH:26]=[CH:25][CH:24]=[CH:23][C:22]=2[O:27][C:36]2[C:37]([C:38]#[N:39])=[C:40]([CH3:45])[CH:41]=[C:42]([CH3:44])[N:43]=2)=[O:15])[CH2:12][CH2:11][N:10]([C:28]([O:30][C:31]([CH3:34])([CH3:33])[CH3:32])=[O:29])[CH2:9]1)[C:2]1[CH:7]=[CH:6][CH:5]=[CH:4][CH:3]=1. The catalyst class is: 18. (6) Reactant: [Br:1][C:2]1[S:10][C:9]2[C:8](=[O:11])[N:7]([CH:12]3[CH2:17][CH2:16][N:15]([C:18]([O:20][C:21]([CH3:24])([CH3:23])[CH3:22])=[O:19])[CH2:14][CH2:13]3)[C:6](=[O:25])[NH:5][C:4]=2[CH:3]=1.Cl[CH2:27][C:28]1[O:32][N:31]=[C:30]([CH2:33][O:34][CH3:35])[N:29]=1.C(=O)([O-])[O-].[K+].[K+]. Product: [Br:1][C:2]1[S:10][C:9]2[C:8](=[O:11])[N:7]([CH:12]3[CH2:17][CH2:16][N:15]([C:18]([O:20][C:21]([CH3:22])([CH3:24])[CH3:23])=[O:19])[CH2:14][CH2:13]3)[C:6](=[O:25])[N:5]([CH2:27][C:28]3[O:32][N:31]=[C:30]([CH2:33][O:34][CH3:35])[N:29]=3)[C:4]=2[CH:3]=1. The catalyst class is: 3.